Predict the reactants needed to synthesize the given product. From a dataset of Full USPTO retrosynthesis dataset with 1.9M reactions from patents (1976-2016). The reactants are: [NH2:1][C:2]1[N:3]([CH3:24])[C:4](=[O:23])[C:5]2([C:15]3[C:10](=[CH:11][CH:12]=[C:13](Br)[CH:14]=3)[O:9][CH:8]([C:17]3[CH:22]=[CH:21][CH:20]=[CH:19][CH:18]=3)[CH2:7]2)[N:6]=1.[CH2:25]([NH:29][C:30]([C:32]1[CH:37]=[CH:36][C:35](B(O)O)=[CH:34][CH:33]=1)=[O:31])[CH:26]([CH3:28])[CH3:27]. Given the product [NH2:1][C:2]1[N:3]([CH3:24])[C:4](=[O:23])[C:5]2([C:15]3[C:10](=[CH:11][CH:12]=[C:13]([C:35]4[CH:36]=[CH:37][C:32]([C:30]([NH:29][CH2:25][CH:26]([CH3:28])[CH3:27])=[O:31])=[CH:33][CH:34]=4)[CH:14]=3)[O:9][CH:8]([C:17]3[CH:22]=[CH:21][CH:20]=[CH:19][CH:18]=3)[CH2:7]2)[N:6]=1, predict the reactants needed to synthesize it.